Dataset: Full USPTO retrosynthesis dataset with 1.9M reactions from patents (1976-2016). Task: Predict the reactants needed to synthesize the given product. (1) Given the product [C:1]([O:5][C:6](=[O:32])[NH:7][C:8]1[CH:13]=[CH:12][CH:11]=[C:10]([O:14][C:15]2[C:20]([C:21](=[O:29])[NH:22][C:23]3[CH:24]=[CH:25][CH:26]=[CH:27][CH:28]=3)=[CH:19][N:18]=[C:17]([S:40]([CH3:43])(=[O:42])=[O:41])[N:16]=2)[CH:9]=1)([CH3:4])([CH3:2])[CH3:3], predict the reactants needed to synthesize it. The reactants are: [C:1]([O:5][C:6](=[O:32])[NH:7][C:8]1[CH:13]=[CH:12][CH:11]=[C:10]([O:14][C:15]2[C:20]([C:21](=[O:29])[NH:22][C:23]3[CH:28]=[CH:27][CH:26]=[CH:25][CH:24]=3)=[CH:19][N:18]=[C:17](SC)[N:16]=2)[CH:9]=1)([CH3:4])([CH3:3])[CH3:2].C(N(CC)CC)C.[S:40](Cl)([CH3:43])(=[O:42])=[O:41]. (2) Given the product [CH:30]([O:1][C:2]1[CH:3]=[C:4]2[C:8](=[CH:9][CH:10]=1)[NH:7][C:6]([C:11]([NH2:13])=[O:12])=[C:5]2[S:14]([N:17]1[CH2:22][CH2:21][O:20][CH2:19][CH2:18]1)(=[O:16])=[O:15])([CH3:32])[CH3:31], predict the reactants needed to synthesize it. The reactants are: [OH:1][C:2]1[CH:3]=[C:4]2[C:8](=[CH:9][CH:10]=1)[NH:7][C:6]([C:11]([NH2:13])=[O:12])=[C:5]2[S:14]([N:17]1[CH2:22][CH2:21][O:20][CH2:19][CH2:18]1)(=[O:16])=[O:15].C(=O)([O-])[O-].[Cs+].[Cs+].I[CH:30]([CH3:32])[CH3:31].O. (3) Given the product [F:1][C:2]1[CH:7]=[CH:6][CH:5]=[CH:4][C:3]=1[C:8]1[C:9]([N:26]2[CH2:27][CH2:28][N:29]([C:32]([O:34][C:35]([CH3:38])([CH3:37])[CH3:36])=[O:33])[CH2:30][CH2:31]2)=[C:10]2[CH:16]=[CH:15][NH:14][C:11]2=[N:12][CH:13]=1, predict the reactants needed to synthesize it. The reactants are: [F:1][C:2]1[CH:7]=[CH:6][CH:5]=[CH:4][C:3]=1[C:8]1[C:9]([N:26]2[CH2:31][CH2:30][N:29]([C:32]([O:34][C:35]([CH3:38])([CH3:37])[CH3:36])=[O:33])[CH2:28][CH2:27]2)=[C:10]2[CH:16]=[CH:15][N:14](S(C3C=CC=CC=3)(=O)=O)[C:11]2=[N:12][CH:13]=1.C1COCC1.CO.[Li+].[OH-]. (4) Given the product [CH:10]1([NH:9][C:8]([NH:7][CH:4]2[CH2:3][CH2:2][CH2:1][CH2:6][CH2:5]2)=[O:24])[CH2:15][CH2:14][CH2:13][CH2:12][CH2:11]1, predict the reactants needed to synthesize it. The reactants are: [CH2:1]1[CH2:6][CH2:5][CH:4]([N:7]=[C:8]=[N:9][CH:10]2[CH2:15][CH2:14][CH2:13][CH2:12][CH2:11]2)[CH2:3][CH2:2]1.ClC1C=CC(C(N2C3C(=CC(OC)=CC=3)C(CC(O)=O)=C2C)=[O:24])=CC=1.